From a dataset of TCR-epitope binding with 47,182 pairs between 192 epitopes and 23,139 TCRs. Binary Classification. Given a T-cell receptor sequence (or CDR3 region) and an epitope sequence, predict whether binding occurs between them. (1) The epitope is KAYNVTQAF. The TCR CDR3 sequence is CASSQDRDRGYEQYF. Result: 1 (the TCR binds to the epitope). (2) The epitope is FLRGRAYGL. The TCR CDR3 sequence is CASSGVEFYNEQFF. Result: 0 (the TCR does not bind to the epitope).